This data is from Forward reaction prediction with 1.9M reactions from USPTO patents (1976-2016). The task is: Predict the product of the given reaction. (1) Given the reactants I[C:2]1[CH:3]=[N:4][N:5]2[CH2:10][C@H:9]([CH3:11])[N:8]([C:12]([O:14][C:15]([CH3:18])([CH3:17])[CH3:16])=[O:13])[CH2:7][C:6]=12.[CH3:19][CH:20]1[CH:24]([C:25]([O:27][CH3:28])=[O:26])[CH2:23][C:22](=[O:29])[NH:21]1.CN[C@@H]1CCCC[C@H]1NC.[O-]P([O-])([O-])=O.[K+].[K+].[K+], predict the reaction product. The product is: [CH3:28][O:27][C:25]([CH:24]1[CH2:23][C:22](=[O:29])[N:21]([C:2]2[CH:3]=[N:4][N:5]3[CH2:10][C@H:9]([CH3:11])[N:8]([C:12]([O:14][C:15]([CH3:18])([CH3:17])[CH3:16])=[O:13])[CH2:7][C:6]=23)[CH:20]1[CH3:19])=[O:26]. (2) The product is: [C:2]([C:4]1[CH:5]=[C:6]([C:11]2[CH2:15][C:14]([CH2:20][NH:21][S:30]([CH3:29])(=[O:32])=[O:31])([C:16]([O:18][CH3:19])=[O:17])[O:13][N:12]=2)[CH:7]=[CH:8][C:9]=1[F:10])#[N:3]. Given the reactants Cl.[C:2]([C:4]1[CH:5]=[C:6]([C:11]2[CH2:15][C:14]([CH2:20][NH2:21])([C:16]([O:18][CH3:19])=[O:17])[O:13][N:12]=2)[CH:7]=[CH:8][C:9]=1[F:10])#[N:3].C(N(CC)CC)C.[CH3:29][S:30](Cl)(=[O:32])=[O:31], predict the reaction product. (3) Given the reactants [C:1]([O:9][CH2:10][C@@H:11]1[C@@:15]([O:17][C:18](=[O:20])[CH3:19])([CH3:16])[C@:14]([F:22])([CH3:21])[CH:13]([N:23]2[CH:31]=[N:30][C:29]3[C:24]2=[N:25][CH:26]=[N:27][C:28]=3Cl)[O:12]1)(=[O:8])[C:2]1[CH:7]=[CH:6][CH:5]=[CH:4][CH:3]=1.[CH:33]1([NH2:37])[CH2:36][CH2:35][CH2:34]1.O, predict the reaction product. The product is: [C:1]([O:9][CH2:10][C@@H:11]1[C@@:15]([O:17][C:18](=[O:20])[CH3:19])([CH3:16])[C@:14]([F:22])([CH3:21])[CH:13]([N:23]2[CH:31]=[N:30][C:29]3[C:24]2=[N:25][CH:26]=[N:27][C:28]=3[NH:37][CH:33]2[CH2:36][CH2:35][CH2:34]2)[O:12]1)(=[O:8])[C:2]1[CH:7]=[CH:6][CH:5]=[CH:4][CH:3]=1. (4) Given the reactants [F:1][C:2]1[CH:7]=[C:6]([F:8])[CH:5]=[CH:4][C:3]=1[N:9]1[C:13]([C:14]2[S:23][C:22]3[C:21]4[N:24]=[C:25]([C:28]5[CH:29]=[N:30][C:31](F)=[CH:32][CH:33]=5)[CH:26]=[CH:27][C:20]=4[O:19][CH2:18][CH2:17][C:16]=3[CH:15]=2)=[N:12][CH:11]=[N:10]1.[CH3:35][O:36][CH2:37][CH2:38][NH2:39], predict the reaction product. The product is: [F:1][C:2]1[CH:7]=[C:6]([F:8])[CH:5]=[CH:4][C:3]=1[N:9]1[C:13]([C:14]2[S:23][C:22]3[C:21]4[N:24]=[C:25]([C:28]5[CH:33]=[CH:32][C:31]([NH:39][CH2:38][CH2:37][O:36][CH3:35])=[N:30][CH:29]=5)[CH:26]=[CH:27][C:20]=4[O:19][CH2:18][CH2:17][C:16]=3[CH:15]=2)=[N:12][CH:11]=[N:10]1. (5) Given the reactants Br[C:2]1[CH:7]=[CH:6][C:5]([Cl:8])=[CH:4][C:3]=1[CH2:9][O:10]COC.FC1C=CC2[B:22](O)[O:21]CC=2C=1, predict the reaction product. The product is: [Cl:8][C:5]1[CH:6]=[CH:7][C:2]2[B:22]([OH:21])[O:10][CH2:9][C:3]=2[CH:4]=1.